Dataset: Forward reaction prediction with 1.9M reactions from USPTO patents (1976-2016). Task: Predict the product of the given reaction. Given the reactants Br[C:2]1[CH:3]=[CH:4][C:5](=[O:8])[NH:6][CH:7]=1.[CH3:9][O:10][C:11]1[CH:16]=[CH:15][C:14](B(O)O)=[CH:13][CH:12]=1, predict the reaction product. The product is: [CH3:9][O:10][C:11]1[CH:16]=[CH:15][C:14]([C:2]2[CH:3]=[CH:4][C:5](=[O:8])[NH:6][CH:7]=2)=[CH:13][CH:12]=1.